From a dataset of Reaction yield outcomes from USPTO patents with 853,638 reactions. Predict the reaction yield, written as a fraction of the theoretical maximum amount of product (1.0 means a 100% yield; for example, 0.34 means a 34% yield). (1) The reactants are [OH:1][C:2]1[CH:3]=[C:4]([CH:8]=[C:9](O)[CH:10]=1)[C:5]([OH:7])=[O:6].[Cl-:12].[NH4+:13].[OH-].[NH4+]. No catalyst specified. The product is [ClH:12].[NH2:13][C:9]1[CH:8]=[C:4]([CH:3]=[C:2]([OH:1])[CH:10]=1)[C:5]([OH:7])=[O:6]. The yield is 0.624. (2) The reactants are [NH2:1][C:2]1[N:7]=[C:6]([CH3:8])[C:5]([CH2:9][NH:10]C(=O)OC(C)(C)C)=[CH:4][C:3]=1[C:18]#[N:19].[ClH:20]. The catalyst is CCOC(C)=O. The product is [ClH:20].[NH2:1][C:2]1[N:7]=[C:6]([CH3:8])[C:5]([CH2:9][NH2:10])=[CH:4][C:3]=1[C:18]#[N:19]. The yield is 0.670. (3) The reactants are [CH3:1][O:2][C:3]([NH:5][N:6]([C:10]([N:12]1[CH2:16][CH2:15][CH2:14][CH:13]1[C:17]1[NH:18][C:19]([C:22]2[CH:27]=[CH:26][C:25](Br)=[CH:24][CH:23]=2)=[CH:20][N:21]=1)=[O:11])[CH:7]([CH3:9])[CH3:8])=[O:4].[CH3:29][C:30]1([CH3:46])[C:34]([CH3:36])([CH3:35])[O:33][B:32]([B:32]2[O:33][C:34]([CH3:36])([CH3:35])[C:30]([CH3:46])([CH3:29])[O:31]2)[O:31]1.CC([O-])=O.[K+]. The catalyst is O1CCOCC1. The product is [CH3:1][O:2][C:3]([NH:5][N:6]([CH:7]([CH3:9])[CH3:8])[C:10]([N:12]1[CH2:16][CH2:15][CH2:14][CH:13]1[C:17]1[NH:18][C:19]([C:22]2[CH:27]=[CH:26][C:25]([B:32]3[O:33][C:34]([CH3:36])([CH3:35])[C:30]([CH3:46])([CH3:29])[O:31]3)=[CH:24][CH:23]=2)=[CH:20][N:21]=1)=[O:11])=[O:4]. The yield is 0.960. (4) The reactants are [H-].[Na+].[C:3]1([CH:10]=[CH:9][C:7]([OH:8])=[CH:6][CH:5]=1)[OH:4].[CH3:11][O:12][CH2:13]Cl.[CH2:15]([O:17][CH2:18]C)C. The catalyst is CN(C=O)C. The product is [CH3:11][O:12][CH2:13][O:4][C:3]1[CH:10]=[CH:9][C:7]([O:8][CH2:15][O:17][CH3:18])=[CH:6][CH:5]=1. The yield is 0.630. (5) The reactants are [H-].[Na+].C1OCCOCCOCCOCCOCCOC1.[CH3:21][C:22]([CH3:50])([CH3:49])[CH2:23][N:24]1[C:28]2[N:29]=[C:30]([C:33]#[N:34])[N:31]=[CH:32][C:27]=2[CH:26]=[C:25]1[CH2:35][N:36]1[C:40](=[O:41])[C:39]2([CH2:46][CH2:45][NH:44][CH2:43][CH2:42]2)[N:38]([CH3:47])[C:37]1=[O:48].Br[CH2:52][CH2:53][CH3:54]. The catalyst is CN(C=O)C. The product is [CH3:21][C:22]([CH3:50])([CH3:49])[CH2:23][N:24]1[C:28]2[N:29]=[C:30]([C:33]#[N:34])[N:31]=[CH:32][C:27]=2[CH:26]=[C:25]1[CH2:35][N:36]1[C:40](=[O:41])[C:39]2([CH2:42][CH2:43][N:44]([CH2:52][CH2:53][CH3:54])[CH2:45][CH2:46]2)[N:38]([CH3:47])[C:37]1=[O:48]. The yield is 0.410. (6) The reactants are [CH:1]([O:4][C:5]1[CH:10]=[CH:9][C:8]([C:11]2[C:15]([CH:16]=[O:17])=[CH:14][N:13](C3CCCCO3)[N:12]=2)=[CH:7][CH:6]=1)([CH3:3])[CH3:2].[ClH:24]. No catalyst specified. The product is [ClH:24].[CH:1]([O:4][C:5]1[CH:10]=[CH:9][C:8]([C:11]2[C:15]([CH:16]=[O:17])=[CH:14][NH:13][N:12]=2)=[CH:7][CH:6]=1)([CH3:3])[CH3:2]. The yield is 0.980. (7) The reactants are [CH3:1][C:2]1[CH:7]=[CH:6][C:5]([C:8]([C:10]2[CH:15]=[CH:14][CH:13]=[CH:12][CH:11]=2)=[NH:9])=[C:4]([C:16]([F:19])([F:18])[F:17])[CH:3]=1. The catalyst is CO.[Ni]. The product is [CH3:1][C:2]1[CH:7]=[CH:6][C:5]([CH:8]([C:10]2[CH:15]=[CH:14][CH:13]=[CH:12][CH:11]=2)[NH2:9])=[C:4]([C:16]([F:17])([F:18])[F:19])[CH:3]=1. The yield is 0.810.